From a dataset of Full USPTO retrosynthesis dataset with 1.9M reactions from patents (1976-2016). Predict the reactants needed to synthesize the given product. Given the product [CH3:23][C:17]1[CH:18]=[CH:19][CH:20]=[C:21]([CH3:22])[C:16]=1[O:15][C:13]1[CH:12]=[CH:11][N:10]=[C:9]([NH:7][C:4]2[S:5][CH:6]=[C:2]([CH3:1])[N:3]=2)[CH:14]=1, predict the reactants needed to synthesize it. The reactants are: [CH3:1][C:2]1[N:3]=[C:4]([NH2:7])[S:5][CH:6]=1.Cl[C:9]1[CH:14]=[C:13]([O:15][C:16]2[C:21]([CH3:22])=[CH:20][CH:19]=[CH:18][C:17]=2[CH3:23])[CH:12]=[CH:11][N:10]=1.P([O-])([O-])([O-])=O.[K+].[K+].[K+].C1(P(C2C=CC=CC=2)C2C3OC4C(=CC=CC=4P(C4C=CC=CC=4)C4C=CC=CC=4)C(C)(C)C=3C=CC=2)C=CC=CC=1.